Dataset: Catalyst prediction with 721,799 reactions and 888 catalyst types from USPTO. Task: Predict which catalyst facilitates the given reaction. Reactant: Cl.[CH3:2][S:3]([CH:6]1[CH2:11][CH2:10][NH:9][CH2:8][CH2:7]1)(=[O:5])=[O:4].Br[CH2:13][CH2:14][OH:15].C(=O)([O-])[O-].[K+].[K+]. Product: [CH3:2][S:3]([CH:6]1[CH2:11][CH2:10][N:9]([CH2:13][CH2:14][OH:15])[CH2:8][CH2:7]1)(=[O:5])=[O:4]. The catalyst class is: 10.